This data is from Reaction yield outcomes from USPTO patents with 853,638 reactions. The task is: Predict the reaction yield, written as a fraction of the theoretical maximum amount of product (1.0 means a 100% yield; for example, 0.34 means a 34% yield). (1) The reactants are [CH3:1][O:2][C:3]([C:5]1([CH2:11][CH2:12][CH:13]=C)[CH2:10][CH2:9][O:8][CH2:7][CH2:6]1)=[O:4].CO.CC[O:19]C(C)=O. The catalyst is CC(O)C.O.C(Cl)Cl.O=[Os](=O)(=O)=O. The product is [CH3:1][O:2][C:3]([C:5]1([CH2:11][CH2:12][CH:13]=[O:19])[CH2:6][CH2:7][O:8][CH2:9][CH2:10]1)=[O:4]. The yield is 0.940. (2) The reactants are [CH2:1]([C:3]1[N:4]=[C:5]([CH2:27][CH2:28][CH3:29])[N:6]([CH2:12][C:13]2[CH:18]=[CH:17][C:16]([C:19]3[C:20]([C:25]#[N:26])=[CH:21][CH:22]=[CH:23][CH:24]=3)=[CH:15][CH:14]=2)[C:7](=[O:11])[C:8]=1[CH:9]=C)[CH3:2].I([O-])(=O)(=O)=[O:31].[Na+].C(#N)C.O. The catalyst is CC(C)=O.[Os](=O)(=O)(=O)=O. The product is [CH2:1]([C:3]1[N:4]=[C:5]([CH2:27][CH2:28][CH3:29])[N:6]([CH2:12][C:13]2[CH:14]=[CH:15][C:16]([C:19]3[C:20]([C:25]#[N:26])=[CH:21][CH:22]=[CH:23][CH:24]=3)=[CH:17][CH:18]=2)[C:7](=[O:11])[C:8]=1[CH:9]=[O:31])[CH3:2]. The yield is 0.640. (3) The reactants are [Cl:1][C:2]1[C:3]([CH2:8][NH:9][C:10]([C@H:12]2[CH2:21][N:20]3[C@H:15]([CH2:16][O:17][C@@H:18]([CH3:23])[C:19]3=[O:22])[CH2:14][CH2:13]2)=O)=[N:4][CH:5]=[CH:6][N:7]=1.CN(C=O)C.N1C=CC=CC=1.O=P(Cl)(Cl)Cl. The catalyst is C(Cl)Cl. The product is [Cl:1][C:2]1[C:3]2[N:4]([C:10]([C@H:12]3[CH2:21][N:20]4[C@H:15]([CH2:16][O:17][C@H:18]([CH3:23])[C:19]4=[O:22])[CH2:14][CH2:13]3)=[N:9][CH:8]=2)[CH:5]=[CH:6][N:7]=1. The yield is 0.704. (4) The reactants are Cl[C:2]1[CH:7]=[CH:6][N:5]=[C:4]2[NH:8][CH:9]=[C:10]([C:11]#[N:12])[C:3]=12.B1([C:22]2[CH:27]=[CH:26][C:25]([CH2:28][N:29]3[CH2:34][CH2:33][O:32][CH2:31][CH2:30]3)=[CH:24][CH:23]=2)OC(C)(C)C(C)(C)O1.Cl. No catalyst specified. The product is [N:29]1([CH2:28][C:25]2[CH:24]=[CH:23][C:22]([C:2]3[CH:7]=[CH:6][N:5]=[C:4]4[NH:8][CH:9]=[C:10]([C:11]#[N:12])[C:3]=34)=[CH:27][CH:26]=2)[CH2:30][CH2:31][O:32][CH2:33][CH2:34]1. The yield is 0.440.